From a dataset of M1 muscarinic receptor agonist screen with 61,833 compounds. Binary Classification. Given a drug SMILES string, predict its activity (active/inactive) in a high-throughput screening assay against a specified biological target. (1) The molecule is s1c2c(CCC2)c2c1n1c(SCC1=C)nc2=O. The result is 0 (inactive). (2) The drug is O(c1cc(CNC(=O)c2c(N)cccc2)ccc1)C. The result is 0 (inactive). (3) The compound is Clc1ccc(C(=O)NC2CCCCNC2=O)cc1. The result is 0 (inactive). (4) The molecule is S=c1n(c(n[nH]1)c1cc(OC)cc(OC)c1)CC=C. The result is 0 (inactive). (5) The compound is Clc1cc(CN2CCN(C2=O)CC(=O)NCCOC)ccc1. The result is 0 (inactive). (6) The molecule is O(c1nccc(Nc2ccccc2)c1C#N)C. The result is 0 (inactive). (7) The result is 0 (inactive). The drug is o1c(c(NC(=O)C(C)(C)C)c2c1cccc2)C(=O)Nc1cc(OC)ccc1. (8) The result is 0 (inactive). The drug is O1c2cc(CN(Cc3cc4c([nH]c3=O)cc(c(c4)C)C)C(=O)c3occc3)ccc2OC1. (9) The drug is S1\C(=C2\c3c4N(C(C=C(c4cc(OC)c3)C)(C)C)C2=O)C(=O)N=C1NC(=O)C. The result is 0 (inactive).